From a dataset of Experimentally validated miRNA-target interactions with 360,000+ pairs, plus equal number of negative samples. Binary Classification. Given a miRNA mature sequence and a target amino acid sequence, predict their likelihood of interaction. (1) The miRNA is hsa-miR-4480 with sequence AGCCAAGUGGAAGUUACUUUA. The protein sequence of the target gene is MPQNEYIELHRKRYGYRLDYHEKKRKKESREAHERSKKAKKMIGLKAKLYHKQRHAEKIQMKKTIKMHEKRNTKQKNDEKTPQGAVPAYLLDREGQSRAKVLSNMIKQKRKEKAGKWEVPLPKVRAQGETEVLKVIRTGKRKKKAWKRMVTKVCFVGDGFTRKPPKYERFIRPMGLRFKKAHVTHPELKATFCLPILGVKKNPSSPLYTTLGVITKGTVIEVNVSELGLVTQGGKVIWGKYAQVTNNPENDGCINAVLLV. Result: 1 (interaction). (2) The miRNA is hsa-miR-6868-3p with sequence UUCCUUCUGUUGUCUGUGCAG. The protein sequence of the target gene is MGDTAPPQAPAGGLGGASGAGLLGGGSVTPRVHSAIVERLRARIAVCRQHHLSCEGRYERGRAESSDRERESTLQLLSLVQHGQGARKAGKHTKATATAATTTAPPPPPAAPPAASQAAATAAPPPPPDYHHHHQQHLLNSSNNGGSGGINGEQQPPASTPGDQRNSALIALQGSLKRKQVVNLSPANSKRPNGFVDNSFLDIKRIRVGENLSAGQGGLQINNGQSQIMSGTLPMSQAPLRKTNTLPSHTHSPGNGLFNMGLKEVKKEPGETLSCSKHMDGQMTQENIFPNRYGDDPGEQ.... Result: 1 (interaction). (3) The miRNA is mmu-miR-5107-5p with sequence UGGGCAGAGGAGGCAGGGACA. The protein sequence of the target gene is MDEEESTERQMQIAMLCQKLAMMKQLFNEDDTDYINQAISSNSPDTCRTFLSNLEKKGNPQADPSLLSKLMDSYTRVFSSMPLGKYSQNESYAKMLVRFAELKAIQDVNDAQTSFDIARSHCKDFAFVHVAYAQFELLQGNMKKCTMILQKAFEMNAKPRHVLEAAVRNLKTGKRQLLSHEDKENLSVSALDHTQGSRRSDGTCELKPSNTFLHSDQKFSPQEENGPVWRTGSQHRRTAMAERVPMVPLSIPENETSDSDCAQKAEAPFTHSSGFSRQTSGSSVRSAFSLCSSKKGTPDG.... Result: 0 (no interaction). (4) The miRNA is hsa-miR-6891-3p with sequence CCCUCAUCUUCCCCUCCUUUC. The protein sequence of the target gene is MQPPPPGPLGDCLRDWEDLQQDFQNIQETHRLYRLKLEELTKLQNNCTSSITRQKKRLQELALALKKCKPSLPAEAEGAAQELENQMKERQGLFFDMEAYLPKKNGLYLSLVLGNVNVTLLSKQAKFAYKDEYEKFKLYLTIILILISFTCRFLLNSRVTDAAFNFLLVWYYCTLTIRESILINNGSRIKGWWVFHHYVSTFLSGVMLTWPDGLMYQKFRNQFLSFSMYQSFVQFLQYYYQSGCLYRLRALGERHTMDLTVEGFQSWMWRGLTFLLPFLFFGHFWQLFNALTLFNLAQDP.... Result: 0 (no interaction). (5) The miRNA is hsa-miR-632 with sequence GUGUCUGCUUCCUGUGGGA. The protein sequence of the target gene is MAFRRTEGMSMIQALAMTVAEIPVFLYTTFGQSAFSQLRLTPGLRKVLFATALGTVALALAAHQLKRRRRKKKQVGPEMGGEQLGTVPMPILMARKVPSVKKGCSSRRVQSPSSKSNDTLSGISSIEPSKHSGSSHSLASMVVVNSSSPTAACSGSWEARGMEESVPTTDGSAESLYVQGMELFEEALQKWEQALSVGQRGDGGSTPTPGDSLQNPDTASEALSEPESQRREFAEKLESLLHRAYHLQEEFGSTFPSDSMLLDLERTLMLPLTEGSLRLRADDEDSLTSEDSFFSATEIF.... Result: 0 (no interaction). (6) The miRNA is hsa-miR-4658 with sequence GUGAGUGUGGAUCCUGGAGGAAU. The protein sequence of the target gene is MKSPHVLVFLCLLVALVTGNLVQFGVMIEKMTGKSALQYNDYGCYCGIGGSHWPVDQTDWCCHAHDCCYGRLEKLGCEPKLEKYLFSVSERGIFCAGRTTCQRLTCECDKRAALCFRRNLGTYNRKYAHYPNKLCTGPTPPC. Result: 0 (no interaction).